From a dataset of Catalyst prediction with 721,799 reactions and 888 catalyst types from USPTO. Predict which catalyst facilitates the given reaction. (1) Reactant: [CH:1]1([CH2:8][N:9]2[C:13]3=[N:14][CH:15]=[CH:16][CH:17]=[C:12]3[C:11]([C:18]#[N:19])=[N:10]2)[CH2:7][CH2:6][CH2:5][CH2:4][CH2:3][CH2:2]1.C[Si]([N:24]=[N+:25]=[N-:26])(C)C.C([Sn](=O)CCCC)CCC.O. Product: [CH:1]1([CH2:8][N:9]2[C:13]3=[N:14][CH:15]=[CH:16][CH:17]=[C:12]3[C:11]([C:18]3[NH:26][N:25]=[N:24][N:19]=3)=[N:10]2)[CH2:2][CH2:3][CH2:4][CH2:5][CH2:6][CH2:7]1. The catalyst class is: 11. (2) Reactant: [CH2:1]([OH:19])[CH2:2]CCCCCCCCCCCCCCCC.C(N=C=O)CCCCC[N:26]=[C:27]=[O:28].C(C(CO)(CO)CC)O.[C:41]([O-:54])(=[O:53])[CH2:42][CH2:43]CCCCCCCCC.C([Sn+2]CCCC)CCC.[C:41]([O-:54])(=[O:53])[CH2:42][CH2:43]CCCCCCCCC.COC1C=CC(O)=CC=1. Product: [C:41]([OH:54])(=[O:53])[CH:42]=[CH2:43].[NH2:26][C:27]([O:19][CH2:1][CH3:2])=[O:28]. The catalyst class is: 11. (3) Reactant: [CH2:1]([O:3][C:4]([C:6]1([CH2:12][CH2:13][CH2:14][O:15][CH3:16])[CH2:11][CH2:10][NH:9][CH2:8][CH2:7]1)=[O:5])[CH3:2].[C:17]1([S:23](Cl)(=[O:25])=[O:24])[CH:22]=[CH:21][CH:20]=[CH:19][CH:18]=1. Product: [CH2:1]([O:3][C:4]([C:6]1([CH2:12][CH2:13][CH2:14][O:15][CH3:16])[CH2:7][CH2:8][N:9]([S:23]([C:17]2[CH:22]=[CH:21][CH:20]=[CH:19][CH:18]=2)(=[O:25])=[O:24])[CH2:10][CH2:11]1)=[O:5])[CH3:2]. The catalyst class is: 17. (4) Reactant: [F:1][C:2]1[C:3]([C:24]2[CH:29]=[CH:28][N:27]=[C:26]([C:30]([F:33])([F:32])[F:31])[CH:25]=2)=[N:4][CH:5]=[C:6]([CH2:8][NH:9][C:10](=[O:23])[C:11]2[CH:16]=[CH:15][C:14]([N:17]3[CH2:22][CH2:21][NH:20][CH2:19][CH2:18]3)=[CH:13][N:12]=2)[CH:7]=1.CCN(C(C)C)C(C)C.Cl[C:44]([O:46][CH3:47])=[O:45]. Product: [F:1][C:2]1[C:3]([C:24]2[CH:29]=[CH:28][N:27]=[C:26]([C:30]([F:33])([F:31])[F:32])[CH:25]=2)=[N:4][CH:5]=[C:6]([CH2:8][NH:9][C:10]([C:11]2[N:12]=[CH:13][C:14]([N:17]3[CH2:22][CH2:21][N:20]([C:44]([O:46][CH3:47])=[O:45])[CH2:19][CH2:18]3)=[CH:15][CH:16]=2)=[O:23])[CH:7]=1. The catalyst class is: 1. (5) Reactant: C(Cl)(=O)C([Cl:4])=O.[Br:7][C:8]1[CH:9]=[C:10]([CH:15]=[C:16]([N+:19]([O-:21])=[O:20])[C:17]=1O)[C:11]([O:13][CH3:14])=[O:12]. Product: [Br:7][C:8]1[CH:9]=[C:10]([CH:15]=[C:16]([N+:19]([O-:21])=[O:20])[C:17]=1[Cl:4])[C:11]([O:13][CH3:14])=[O:12]. The catalyst class is: 31.